From a dataset of Forward reaction prediction with 1.9M reactions from USPTO patents (1976-2016). Predict the product of the given reaction. Given the reactants [C:1]([C:3]1([C:6]2[CH:7]=[C:8]([CH:12]=[CH:13][CH:14]=2)[C:9](O)=[O:10])[CH2:5][CH2:4]1)#[N:2].C(Cl)(=O)C([Cl:18])=O.CN(C)C=O, predict the reaction product. The product is: [C:1]([C:3]1([C:6]2[CH:7]=[C:8]([CH:12]=[CH:13][CH:14]=2)[C:9]([Cl:18])=[O:10])[CH2:5][CH2:4]1)#[N:2].